From a dataset of Forward reaction prediction with 1.9M reactions from USPTO patents (1976-2016). Predict the product of the given reaction. (1) Given the reactants [CH3:1][C:2]([CH3:60])([CH2:10][C:11]([O:13][C@H:14]1[CH2:31][CH2:30][C@@:29]2([CH3:32])[C@@H:16]([CH2:17][CH2:18][C@:19]3([CH3:57])[C@@H:28]2[CH2:27][CH2:26][C@H:25]2[C@@:20]3([CH3:56])[CH2:21][CH2:22][C@@:23]3(/[CH:40]=[C:41](\[CH3:55])/[C:42]([NH:44][C:45]4([C:48]5[N:53]=[CH:52][C:51]([Cl:54])=[CH:50][N:49]=5)[CH2:47][CH2:46]4)=[O:43])[CH2:35][C:34](=[O:36])[C:33]([CH:37]([CH3:39])[CH3:38])=[C:24]32)[C:15]1([CH3:59])[CH3:58])=[O:12])[C:3]([O:5]C(C)(C)C)=[O:4].C(O)(C(F)(F)F)=O.CC#N.O, predict the reaction product. The product is: [Cl:54][C:51]1[CH:52]=[N:53][C:48]([C:45]2([NH:44][C:42](=[O:43])/[C:41](/[CH3:55])=[CH:40]/[C@:23]34[CH2:35][C:34](=[O:36])[C:33]([CH:37]([CH3:38])[CH3:39])=[C:24]3[C@@H:25]3[C@@:20]([CH3:56])([CH2:21][CH2:22]4)[C@@:19]4([CH3:57])[C@@H:28]([C@:29]5([CH3:32])[C@@H:16]([CH2:17][CH2:18]4)[C:15]([CH3:58])([CH3:59])[C@@H:14]([O:13][C:11](=[O:12])[CH2:10][C:2]([CH3:1])([CH3:60])[C:3]([OH:5])=[O:4])[CH2:31][CH2:30]5)[CH2:27][CH2:26]3)[CH2:47][CH2:46]2)=[N:49][CH:50]=1. (2) Given the reactants [NH2:1][C:2]1[N:7]=[CH:6][N:5]=[C:4]2[N:8]([CH:20]([C:22]3[O:23][C:24](=[O:47])[C:25]4[C:30]([C:31]=3[C:32]#[C:33][CH2:34][N:35]([CH3:46])[C:36](=O)OCC3C=CC=CC=3)=[CH:29][CH:28]=[CH:27][CH:26]=4)[CH3:21])[N:9]=[C:10]([C:11]3[CH:16]=[C:15]([O:17]C)[CH:14]=[C:13]([F:19])[CH:12]=3)[C:3]=12.O1CCCOO1.C(N(C)C(C)C)(C)C.C(O[BH-](OC(=O)C)OC(=O)C)(=O)C.[Na+].C(O)(=O)C.C(Cl)[Cl:81], predict the reaction product. The product is: [ClH:81].[NH2:1][C:2]1[N:7]=[CH:6][N:5]=[C:4]2[N:8]([CH:20]([C:22]3[O:23][C:24](=[O:47])[C:25]4[C:30]([C:31]=3[C:32]#[C:33][CH2:34][N:35]([CH3:46])[CH3:36])=[CH:29][CH:28]=[CH:27][CH:26]=4)[CH3:21])[N:9]=[C:10]([C:11]3[CH:16]=[C:15]([OH:17])[CH:14]=[C:13]([F:19])[CH:12]=3)[C:3]=12. (3) Given the reactants C(OC([N:6]1[CH2:19][CH2:18][C:9]2[C:10]3[CH:15]=[N:14][C:13]([CH3:16])=[N:12][C:11]=3[S:17][C:8]=2[CH2:7]1)=O)C.O.[OH-].[Na+], predict the reaction product. The product is: [CH3:16][C:13]1[N:14]=[CH:15][C:10]2[C:9]3[CH2:18][CH2:19][NH:6][CH2:7][C:8]=3[S:17][C:11]=2[N:12]=1. (4) Given the reactants C(N(C(C)C)C(C)C)C.Cl[C:11]1[C:12]2[C:19]([CH3:20])=[CH:18][NH:17][C:13]=2[N:14]=[CH:15][N:16]=1.[NH:21]1[C:25]2[CH:26]=[CH:27][CH:28]=[CH:29][C:24]=2[N:23]=[C:22]1[C:30]1([CH2:36][N:37]=C(C2C=CC=CC=2)C2C=CC=CC=2)[CH2:35][CH2:34][NH:33][CH2:32][CH2:31]1.Cl.C(O)(C)C, predict the reaction product. The product is: [NH:21]1[C:25]2[CH:26]=[CH:27][CH:28]=[CH:29][C:24]=2[N:23]=[C:22]1[C:30]1([CH2:36][NH2:37])[CH2:31][CH2:32][N:33]([C:11]2[C:12]3[C:19]([CH3:20])=[CH:18][NH:17][C:13]=3[N:14]=[CH:15][N:16]=2)[CH2:34][CH2:35]1.